From a dataset of Forward reaction prediction with 1.9M reactions from USPTO patents (1976-2016). Predict the product of the given reaction. (1) Given the reactants ClC1C=C(F)C=CC=1COC1CCN(CC2C(C3CC3)=CC(C(OC(C)(C)C)=O)=C(F)C=2)CC1.[CH:35]1([C:38]2[C:39]([O:52][C@@H:53]3[CH2:58][CH2:57][CH2:56][N:55]([C:59]4[CH:64]=[CH:63][CH:62]=[CH:61][N:60]=4)[CH2:54]3)=[CH:40][C:41]([F:51])=[C:42]([CH:50]=2)[C:43]([O:45]C(C)(C)C)=[O:44])[CH2:37][CH2:36]1, predict the reaction product. The product is: [CH:35]1([C:38]2[C:39]([O:52][C@@H:53]3[CH2:58][CH2:57][CH2:56][N:55]([C:59]4[CH:64]=[CH:63][CH:62]=[CH:61][N:60]=4)[CH2:54]3)=[CH:40][C:41]([F:51])=[C:42]([CH:50]=2)[C:43]([OH:45])=[O:44])[CH2:37][CH2:36]1. (2) Given the reactants [CH2:1]([O:3][C:4]1[CH:12]=[CH:11][C:10]([F:13])=[CH:9][C:5]=1C(O)=O)[CH3:2].C([N:16]([CH2:19]C)CC)C.[C:21]([O:25][C:26]([N:28]1[CH2:33][CH2:32][N:31]([C:34]2[CH:39]=[CH:38][C:37]([NH2:40])=[CH:36][CH:35]=2)[CH2:30][CH2:29]1)=[O:27])([CH3:24])([CH3:23])[CH3:22].[O:41]1CCCC1, predict the reaction product. The product is: [C:21]([O:25][C:26]([N:28]1[CH2:33][CH2:32][N:31]([C:34]2[CH:35]=[CH:36][C:37]([NH:40][C:19]([NH:16][C:5]3[CH:9]=[C:10]([F:13])[CH:11]=[CH:12][C:4]=3[O:3][CH2:1][CH3:2])=[O:41])=[CH:38][CH:39]=2)[CH2:30][CH2:29]1)=[O:27])([CH3:24])([CH3:22])[CH3:23].